Dataset: Full USPTO retrosynthesis dataset with 1.9M reactions from patents (1976-2016). Task: Predict the reactants needed to synthesize the given product. (1) Given the product [Ti:33].[CH2:1]([P:3]([OH:12])([CH2:5][CH:6]([CH3:11])[C:7]([O:9][CH3:10])=[O:8])=[O:4])[CH3:2], predict the reactants needed to synthesize it. The reactants are: [CH2:1]([P:3]([OH:12])([CH2:5][CH:6]([CH3:11])[C:7]([O:9][CH3:10])=[O:8])=[O:4])[CH3:2].[O-]CCCC.[O-]CCCC.[O-]CCCC.[O-]CCCC.[Ti+4:33]. (2) Given the product [Si:18]([O:25][C:26]1[C:27]([F:36])=[C:28]([CH:29]([C:6]2[N:2]([CH3:1])[N:3]=[C:4]([C:7]3[CH:8]=[CH:9][CH:10]=[CH:11][CH:12]=3)[N:5]=2)[OH:30])[CH:31]=[C:32]([CH2:34][CH3:35])[CH:33]=1)([C:21]([CH3:22])([CH3:24])[CH3:23])([CH3:20])[CH3:19], predict the reactants needed to synthesize it. The reactants are: [CH3:1][N:2]1[CH:6]=[N:5][C:4]([C:7]2[CH:12]=[CH:11][CH:10]=[CH:9][CH:8]=2)=[N:3]1.C([Li])CCC.[Si:18]([O:25][C:26]1[C:27]([F:36])=[C:28]([CH:31]=[C:32]([CH2:34][CH3:35])[CH:33]=1)[CH:29]=[O:30])([C:21]([CH3:24])([CH3:23])[CH3:22])([CH3:20])[CH3:19]. (3) Given the product [CH3:23][N:12]([CH2:11][C:9]1[N:10]=[C:6]2[CH:5]=[CH:4][CH:3]=[C:2]([N:31]3[CH2:36][CH2:35][NH:34][CH2:33][CH2:32]3)[N:7]2[CH:8]=1)[CH:13]1[C:18]2=[N:19][CH:20]=[CH:21][CH:22]=[C:17]2[O:16][CH2:15][CH2:14]1, predict the reactants needed to synthesize it. The reactants are: F[C:2]1[N:7]2[CH:8]=[C:9]([CH2:11][N:12]([CH3:23])[CH:13]3[C:18]4=[N:19][CH:20]=[CH:21][CH:22]=[C:17]4[O:16][CH2:15][CH2:14]3)[N:10]=[C:6]2[CH:5]=[CH:4][CH:3]=1.C([N:31]1[CH2:36][CH2:35][NH:34][CH2:33][CH2:32]1)(OC(C)(C)C)=O.CN1CCCC1=O.ClCCl. (4) The reactants are: [Cl:1][C:2]1[CH:3]=[C:4]([NH2:19])[CH:5]=[N:6][C:7]=1[O:8][C:9]1[N:10]=[CH:11][C:12]2[C:17]([CH:18]=1)=[CH:16][CH:15]=[CH:14][CH:13]=2.[Cl:20][C:21]1[CH:26]=[C:25]([Cl:27])[CH:24]=[CH:23][C:22]=1[S:28](Cl)(=[O:30])=[O:29]. Given the product [Cl:20][C:21]1[CH:26]=[C:25]([Cl:27])[CH:24]=[CH:23][C:22]=1[S:28]([NH:19][C:4]1[CH:5]=[N:6][C:7]([O:8][C:9]2[N:10]=[CH:11][C:12]3[C:17]([CH:18]=2)=[CH:16][CH:15]=[CH:14][CH:13]=3)=[C:2]([Cl:1])[CH:3]=1)(=[O:30])=[O:29], predict the reactants needed to synthesize it. (5) Given the product [Br:9][C:10]1[CH:15]=[CH:14][C:13]([S:16]([NH:2][C@H:3]2[CH2:7][CH2:6][CH2:5][C@@H:4]2[OH:8])(=[O:18])=[O:17])=[CH:12][CH:11]=1, predict the reactants needed to synthesize it. The reactants are: Cl.[NH2:2][C@H:3]1[CH2:7][CH2:6][CH2:5][C@@H:4]1[OH:8].[Br:9][C:10]1[CH:15]=[CH:14][C:13]([S:16](Cl)(=[O:18])=[O:17])=[CH:12][CH:11]=1. (6) Given the product [CH3:23][C:20]1[CH:21]=[CH:22][C:17]([C:16]([NH:15][C:6]2([C:4]([OH:5])=[O:3])[CH2:14][C:13]3[C:8](=[CH:9][CH:10]=[CH:11][CH:12]=3)[CH2:7]2)=[O:28])=[C:18]([CH:24]=[C:25]([CH3:27])[CH3:26])[CH:19]=1, predict the reactants needed to synthesize it. The reactants are: C([O:3][C:4]([C:6]1([NH:15][C:16](=[O:28])[C:17]2[CH:22]=[CH:21][C:20]([CH3:23])=[CH:19][C:18]=2[CH:24]=[C:25]([CH3:27])[CH3:26])[CH2:14][C:13]2[C:8](=[CH:9][CH:10]=[CH:11][CH:12]=2)[CH2:7]1)=[O:5])C.[OH-].[K+].O. (7) Given the product [CH2:1]([C@@H:8]([NH:12][C:13](=[O:19])[O:14][C:15]([CH3:18])([CH3:17])[CH3:16])[CH:9]([NH:27][CH2:20][C:21]1[CH:26]=[CH:25][CH:24]=[CH:23][CH:22]=1)[CH3:10])[C:2]1[CH:7]=[CH:6][CH:5]=[CH:4][CH:3]=1, predict the reactants needed to synthesize it. The reactants are: [CH2:1]([C@@H:8]([NH:12][C:13](=[O:19])[O:14][C:15]([CH3:18])([CH3:17])[CH3:16])[C:9](=O)[CH3:10])[C:2]1[CH:7]=[CH:6][CH:5]=[CH:4][CH:3]=1.[CH2:20]([NH2:27])[C:21]1[CH:26]=[CH:25][CH:24]=[CH:23][CH:22]=1.C(O[BH-](OC(=O)C)OC(=O)C)(=O)C.[Na+].C(=O)([O-])O.[Na+]. (8) Given the product [CH2:27]([O:1][C:2]1[CH:3]=[C:4]2[C:9](=[CH:10][CH:11]=1)[CH:8]=[C:7]([CH2:12][NH:13][C:14]13[CH2:21][CH2:20][C:17]([C:22]([O:24][CH3:25])=[O:23])([CH2:16][CH2:15]1)[CH2:18][CH2:19]3)[CH:6]=[CH:5]2)[CH2:28][CH2:29][CH2:30][CH2:31][CH2:32][CH3:33], predict the reactants needed to synthesize it. The reactants are: [OH:1][C:2]1[CH:3]=[C:4]2[C:9](=[CH:10][CH:11]=1)[CH:8]=[C:7]([CH2:12][NH:13][C:14]13[CH2:21][CH2:20][C:17]([C:22]([O:24][CH3:25])=[O:23])([CH2:18][CH2:19]1)[CH2:16][CH2:15]3)[CH:6]=[CH:5]2.Br[CH2:27][CH2:28][CH2:29][CH2:30][CH2:31][CH2:32][CH3:33].C([O-])([O-])=O.[K+].[K+]. (9) Given the product [Cl:1][C:2]1[CH:3]=[CH:4][C:5]([O:29][CH:30]([F:32])[F:31])=[C:6]([C:8]2[C:12]([NH:13][C:14]([C:16]3[CH:17]=[N:18][N:19]4[CH:24]=[CH:23][CH:22]=[N:21][C:20]=34)=[O:15])=[CH:11][N:10]([CH2:25][C:26](=[O:27])[N:37]3[CH2:36][CH2:35][N:34]([CH:40]4[CH2:41][C:42](=[O:45])[O:43][CH2:44]4)[CH2:39][CH2:38]3)[N:9]=2)[CH:7]=1, predict the reactants needed to synthesize it. The reactants are: [Cl:1][C:2]1[CH:3]=[CH:4][C:5]([O:29][CH:30]([F:32])[F:31])=[C:6]([C:8]2[C:12]([NH:13][C:14]([C:16]3[CH:17]=[N:18][N:19]4[CH:24]=[CH:23][CH:22]=[N:21][C:20]=34)=[O:15])=[CH:11][N:10]([CH2:25][C:26](O)=[O:27])[N:9]=2)[CH:7]=1.Cl.[N:34]1([CH:40]2[CH2:44][O:43][C:42](=[O:45])[CH2:41]2)[CH2:39][CH2:38][NH:37][CH2:36][CH2:35]1.CN(C(ON1N=NC2C=CC=NC1=2)=[N+](C)C)C.F[P-](F)(F)(F)(F)F.CCN(C(C)C)C(C)C. (10) Given the product [C:24]([NH:1][C:2]1[CH:3]=[CH:4][C:5]([CH2:6][P:7](=[O:14])([O:8][CH2:9][CH3:10])[O:11][CH2:12][CH3:13])=[CH:15][CH:16]=1)(=[O:28])[C:25]([CH3:27])=[CH2:26], predict the reactants needed to synthesize it. The reactants are: [NH2:1][C:2]1[CH:16]=[CH:15][C:5]([CH2:6][P:7](=[O:14])([O:11][CH2:12][CH3:13])[O:8][CH2:9][CH3:10])=[CH:4][CH:3]=1.C(N(CC)CC)C.[C:24](Cl)(=[O:28])[C:25]([CH3:27])=[CH2:26].